Dataset: Full USPTO retrosynthesis dataset with 1.9M reactions from patents (1976-2016). Task: Predict the reactants needed to synthesize the given product. (1) Given the product [C:1]([O:5][C:6]([NH:8][CH:9]1[CH2:14][CH2:13][CH2:12][N:11]([C:15]2[CH:16]=[C:17]([CH:18]=[CH:19][CH:20]=2)[O:21][C:23]([CH3:30])([CH3:29])[C:24]([O:26][CH2:27][CH3:28])=[O:25])[CH2:10]1)=[O:7])([CH3:4])([CH3:2])[CH3:3], predict the reactants needed to synthesize it. The reactants are: [C:1]([O:5][C:6]([NH:8][CH:9]1[CH2:14][CH2:13][CH2:12][N:11]([C:15]2[CH:20]=[CH:19][CH:18]=[C:17]([OH:21])[CH:16]=2)[CH2:10]1)=[O:7])([CH3:4])([CH3:3])[CH3:2].Br[C:23]([CH3:30])([CH3:29])[C:24]([O:26][CH2:27][CH3:28])=[O:25]. (2) Given the product [CH2:19]([N:23]1[C:27]2[CH:28]=[C:29]([C:32]3[NH:36][N:35]=[C:34]([O:37][CH3:1])[CH:33]=3)[CH:30]=[CH:31][C:26]=2[N:25]=[CH:24]1)[CH:20]([CH3:22])[CH3:21], predict the reactants needed to synthesize it. The reactants are: [CH2:1]1CCN(C(N=NC(N2CCCCC2)=O)=O)CC1.[CH2:19]([N:23]1[C:27]2[CH:28]=[C:29]([C:32]3[NH:36][N:35]=[C:34]([OH:37])[CH:33]=3)[CH:30]=[CH:31][C:26]=2[N:25]=[CH:24]1)[CH:20]([CH3:22])[CH3:21].CO.C(P(CCCC)CCCC)CCC. (3) Given the product [C:71]([O:94][C:92]([N:50]1[C@H:49]([C:47]2[NH:46][CH:45]=[C:44]([C:41]3[CH:42]=[CH:43][C:38]([C:2]4[CH:3]=[C:4]5[C:9](=[CH:10][CH:11]=4)[N:8]=[C:7]([C:12]4[N:13]=[C:14]([C@@H:17]6[CH2:22][C@@H:21]7[C@@H:19]([CH2:20]7)[N:18]6[C:23]([O:25][C:26]([CH3:27])([CH3:29])[CH3:28])=[O:24])[NH:15][CH:16]=4)[CH:6]=[CH:5]5)=[CH:39][CH:40]=3)[N:48]=2)[CH2:54][C@@H:53]2[C@H:51]1[CH2:52]2)=[O:95])([CH3:76])([CH3:72])[CH3:70], predict the reactants needed to synthesize it. The reactants are: Br[C:2]1[CH:3]=[C:4]2[C:9](=[CH:10][CH:11]=1)[N:8]=[C:7]([C:12]1[N:13]=[C:14]([C@@H:17]3[CH2:22][C@@H:21]4[C@@H:19]([CH2:20]4)[N:18]3[C:23]([O:25][C:26]([CH3:29])([CH3:28])[CH3:27])=[O:24])[NH:15][CH:16]=1)[CH:6]=[CH:5]2.CC1(C)C(C)(C)OB([C:38]2[CH:43]=[CH:42][C:41]([C:44]3[NH:48][C:47]([C@@H:49]4[CH2:54][C@@H:53]5[C@@H:51]([CH2:52]5)[N:50]4C(OC(C)(C)C)=O)=[N:46][CH:45]=3)=[CH:40][CH:39]=2)O1.C1(P(C2CCCCC2)[C:70]2C=CC=[CH:72][C:71]=2[C:76]2C(OC)=CC=CC=2OC)CCCCC1.[C:92]([O-:95])([O-:94])=O.[K+].[K+]. (4) Given the product [CH3:1][N:2]([CH3:27])[C:3]([C:5]1[C:14]2[CH2:13][CH2:12][CH:11]([C:15]3[CH:20]=[CH:19][CH:18]=[CH:17][CH:16]=3)[CH2:10][C:9]=2[C:8]2=[N:21][C:22]([CH3:26])=[C:23]([CH2:24][OH:25])[N:7]2[CH:6]=1)=[O:4], predict the reactants needed to synthesize it. The reactants are: [CH3:1][N:2]([CH3:27])[C:3]([C:5]1[C:14]2[CH2:13][CH2:12][CH:11]([C:15]3[CH:20]=[CH:19][CH:18]=[CH:17][CH:16]=3)[CH2:10][C:9]=2[C:8]2=[N:21][C:22]([CH3:26])=[C:23]([CH:24]=[O:25])[N:7]2[CH:6]=1)=[O:4].[BH4-].[Na+].[Cl-].[NH4+].ClCCl. (5) Given the product [CH3:1][C:2]1[N:7]=[C:6]2[S:8][C:9]3[CH2:13][CH2:12][CH2:11][C:10]=3[C:5]2=[C:4]([C:14]2[CH:19]=[CH:18][C:17]([CH3:20])=[CH:16][CH:15]=2)[C:3]=1[CH:21]([CH:29]1[CH2:33][CH2:32][CH2:31][CH2:30]1)[C:22]([O:24][CH3:25])=[O:23], predict the reactants needed to synthesize it. The reactants are: [CH3:1][C:2]1[N:7]=[C:6]2[S:8][C:9]3[CH2:13][CH2:12][CH2:11][C:10]=3[C:5]2=[C:4]([C:14]2[CH:19]=[CH:18][C:17]([CH3:20])=[CH:16][CH:15]=2)[C:3]=1[CH2:21][C:22]([O:24][CH3:25])=[O:23].[H-].[Na+].Br[CH:29]1[CH2:33][CH2:32][CH2:31][CH2:30]1.[Cl-].[NH4+]. (6) The reactants are: [N:1]1([CH2:7][C:8]2[CH:9]=[C:10]3[C:14](=[CH:15][CH:16]=2)[NH:13][C:12]([C:17]2[C:25]4[C:20](=[CH:21][CH:22]=[C:23]([C:26](O)=[O:27])[CH:24]=4)[NH:19][N:18]=2)=[CH:11]3)[CH2:6][CH2:5][CH2:4][CH2:3][CH2:2]1.[CH2:29]([NH2:32])[CH2:30][NH2:31].C1CN([P+](ON2N=NC3C=CC=CC2=3)(N2CCCC2)N2CCCC2)CC1.F[P-](F)(F)(F)(F)F.C(N(C(C)C)CC)(C)C. Given the product [NH2:31][CH2:30][CH2:29][NH:32][C:26]([C:23]1[CH:24]=[C:25]2[C:20](=[CH:21][CH:22]=1)[NH:19][N:18]=[C:17]2[C:12]1[NH:13][C:14]2[C:10]([CH:11]=1)=[CH:9][C:8]([CH2:7][N:1]1[CH2:6][CH2:5][CH2:4][CH2:3][CH2:2]1)=[CH:16][CH:15]=2)=[O:27], predict the reactants needed to synthesize it. (7) Given the product [Cl:4][C:5]1[CH:10]=[CH:9][CH:8]=[C:7]([Cl:11])[C:6]=1[NH:12][C:13]([NH:15][C:16]1[C:17]([C:26]([N:28]([CH2:41][C:42]2[CH:43]=[CH:44][CH:45]=[CH:46][CH:47]=2)[C@H:29]([C:37]([OH:39])=[O:38])[CH2:30][C:31]2[CH:32]=[CH:33][CH:34]=[CH:35][CH:36]=2)=[O:27])=[CH:18][C:19]2[C:24]([CH:25]=1)=[CH:23][CH:22]=[CH:21][CH:20]=2)=[O:14], predict the reactants needed to synthesize it. The reactants are: O.[OH-].[Li+].[Cl:4][C:5]1[CH:10]=[CH:9][CH:8]=[C:7]([Cl:11])[C:6]=1[NH:12][C:13]([NH:15][C:16]1[C:17]([C:26]([N:28]([CH2:41][C:42]2[CH:47]=[CH:46][CH:45]=[CH:44][CH:43]=2)[C@H:29]([C:37]([O:39]C)=[O:38])[CH2:30][C:31]2[CH:36]=[CH:35][CH:34]=[CH:33][CH:32]=2)=[O:27])=[CH:18][C:19]2[C:24]([CH:25]=1)=[CH:23][CH:22]=[CH:21][CH:20]=2)=[O:14].O.Cl. (8) Given the product [N:3]1[CH:4]=[CH:5][CH:6]=[N:7][C:2]=1[NH:11][CH2:10][CH2:8][OH:9], predict the reactants needed to synthesize it. The reactants are: Cl[C:2]1[N:7]=[CH:6][CH:5]=[CH:4][N:3]=1.[CH2:8]([CH2:10][NH2:11])[OH:9]. (9) Given the product [Br:1][C:2]1[N:7]=[C:6]([C:8]2[CH2:13][CH2:12][C:11]([CH3:14])([CH3:15])[CH2:10][CH:9]=2)[C:5]([NH:16][C:32]([C:21]2[N:22]([CH2:24][O:25][CH2:26][CH2:27][Si:28]([CH3:31])([CH3:30])[CH3:29])[CH:23]=[C:19]([C:17]#[N:18])[N:20]=2)=[O:33])=[CH:4][CH:3]=1, predict the reactants needed to synthesize it. The reactants are: [Br:1][C:2]1[N:7]=[C:6]([C:8]2[CH2:13][CH2:12][C:11]([CH3:15])([CH3:14])[CH2:10][CH:9]=2)[C:5]([NH2:16])=[CH:4][CH:3]=1.[C:17]([C:19]1[N:20]=[C:21]([C:32]([O-])=[O:33])[N:22]([CH2:24][O:25][CH2:26][CH2:27][Si:28]([CH3:31])([CH3:30])[CH3:29])[CH:23]=1)#[N:18].[K+].C1CN([P+](Br)(N2CCCC2)N2CCCC2)CC1.F[P-](F)(F)(F)(F)F.CCN(C(C)C)C(C)C. (10) Given the product [C:11]([C:13]1[CH:18]=[CH:17][C:16]([C:19]2[CH:24]=[CH:23][N:22]([CH:25]([CH2:42][C:43]3[CH:44]=[CH:45][CH:46]=[CH:47][CH:48]=3)[C:26]([NH:28][C:29]3[CH:30]=[CH:31][C:32]([C:33]([O:35][C:36]([CH3:37])([CH3:39])[CH3:38])=[O:34])=[CH:40][CH:41]=3)=[O:27])[C:21](=[O:49])[CH:20]=2)=[CH:15][CH:14]=1)(=[NH:5])[NH2:12], predict the reactants needed to synthesize it. The reactants are: C[Si]([N-:5][Si](C)(C)C)(C)C.[Li+].[C:11]([C:13]1[CH:18]=[CH:17][C:16]([C:19]2[CH:24]=[CH:23][N:22]([CH:25]([CH2:42][C:43]3[CH:48]=[CH:47][CH:46]=[CH:45][CH:44]=3)[C:26]([NH:28][C:29]3[CH:41]=[CH:40][C:32]([C:33]([O:35][C:36]([CH3:39])([CH3:38])[CH3:37])=[O:34])=[CH:31][CH:30]=3)=[O:27])[C:21](=[O:49])[CH:20]=2)=[CH:15][CH:14]=1)#[N:12].